The task is: Predict the reactants needed to synthesize the given product.. This data is from Retrosynthesis with 50K atom-mapped reactions and 10 reaction types from USPTO. (1) Given the product CC(=O)N1CCN(CCN2CCN(C(=O)/C=C/c3cccc(Cl)c3)CCC2=O)CC1, predict the reactants needed to synthesize it. The reactants are: CC(=O)N1CCN(CCCl)CC1.O=C1CCN(C(=O)/C=C/c2cccc(Cl)c2)CCN1. (2) Given the product CC[C@H]1CN(C(=O)OC(C)(C)C)CCN1c1ccc(C(O)(C(F)(F)F)C(F)(F)F)cc1, predict the reactants needed to synthesize it. The reactants are: CC[C@H]1CN(C(=O)OC(C)(C)C)CCN1.OC(c1ccc(Br)cc1)(C(F)(F)F)C(F)(F)F. (3) Given the product O=C(NCCc1ccc(NS(=O)(=O)c2ccccc2)cc1)OCc1ccccc1, predict the reactants needed to synthesize it. The reactants are: Nc1ccc(CCNC(=O)OCc2ccccc2)cc1.O=S(=O)(Cl)c1ccccc1. (4) Given the product COC1(OC)CCCN(CCc2ccccc2)C1, predict the reactants needed to synthesize it. The reactants are: COC1(OC)CCCNC1.O=CCc1ccccc1. (5) Given the product CCNS(=O)(=O)c1cncc([N+](=O)[O-])c1, predict the reactants needed to synthesize it. The reactants are: CCN.O=[N+]([O-])c1cncc(S(=O)(=O)O)c1. (6) Given the product [N-]=[N+]=NC1CCc2c(F)cccc2NC1=O, predict the reactants needed to synthesize it. The reactants are: O=C1Nc2cccc(F)c2CCC1I.[N-]=[N+]=[N-]. (7) The reactants are: C[C@]1(N2C(=O)c3cccc(N)c3C2=O)CCC(=O)NC1=O.O=C(Cl)CCl. Given the product C[C@]1(N2C(=O)c3cccc(NC(=O)CCl)c3C2=O)CCC(=O)NC1=O, predict the reactants needed to synthesize it.